Dataset: Forward reaction prediction with 1.9M reactions from USPTO patents (1976-2016). Task: Predict the product of the given reaction. (1) Given the reactants [C:1]([C:3]1[CH:4]=[C:5]2[C:9](=[CH:10][CH:11]=1)[N:8]([S:12]([C:15]1[CH:20]=[CH:19][C:18]([O:21][CH3:22])=[CH:17][C:16]=1[O:23][CH3:24])(=[O:14])=[O:13])[C:7](=[O:25])[C:6]2([OH:35])[C:26]1[CH:31]=[CH:30][CH:29]=[CH:28][C:27]=1[O:32][CH2:33][CH3:34])#[N:2].Cl[C:37]([O:39][C:40]1[CH:45]=[CH:44][CH:43]=[CH:42][CH:41]=1)=[O:38], predict the reaction product. The product is: [C:37](=[O:38])([O:39][C:40]1[CH:45]=[CH:44][CH:43]=[CH:42][CH:41]=1)[O:35][C:6]1([C:26]2[CH:31]=[CH:30][CH:29]=[CH:28][C:27]=2[O:32][CH2:33][CH3:34])[C:5]2[C:9](=[CH:10][CH:11]=[C:3]([C:1]#[N:2])[CH:4]=2)[N:8]([S:12]([C:15]2[CH:20]=[CH:19][C:18]([O:21][CH3:22])=[CH:17][C:16]=2[O:23][CH3:24])(=[O:14])=[O:13])[C:7]1=[O:25]. (2) Given the reactants [Li+].[Cl-].[CH3:3][C:4]1C=CC(S(O)(=O)=[O:11])=CC=1.[OH:14][CH:15]1[O:23][CH2:22][C@@H:20](O)[C@H:18](O)[C@H:16]1O.[CH2:24]1[C:35]2[CH:36]=[CH:37][C:32](=[C:33](P(C3C=CC=CC=3)C3C=CC=CC=3)[CH:34]=2)[CH2:31][CH2:30][C:29]2[CH:51]=[CH:52][C:26](=[C:27](P(C3C=CC=CC=3)C3C=CC=CC=3)[CH:28]=2)[CH2:25]1.C=CC1C=CC=CC=1.[C:74]1([OH:80])[CH:79]=[CH:78][CH:77]=[CH:76][CH:75]=1, predict the reaction product. The product is: [C:26]1([CH:25]([CH3:24])[C:15]([O:23][C:22]2[CH:20]=[CH:18][CH:16]=[CH:4][CH:3]=2)=[O:14])[CH:52]=[CH:51][CH:29]=[CH:28][CH:27]=1.[C:32]1([CH2:31][CH2:30][C:29]([O:80][C:74]2[CH:79]=[CH:78][CH:77]=[CH:76][CH:75]=2)=[O:11])[CH:33]=[CH:34][CH:35]=[CH:36][CH:37]=1. (3) Given the reactants [F:1][C:2]([F:14])([F:13])[C:3]1[CH:11]=[C:10]2[C:6]([CH2:7][CH2:8][C@H:9]2[NH2:12])=[CH:5][CH:4]=1.[CH:15](=O)[C:16]1[CH:21]=[CH:20][CH:19]=[CH:18][CH:17]=1.[N+:23]([C:26]1[CH:34]=[CH:33][CH:32]=[CH:31][C:27]=1[C:28]([OH:30])=O)([O-:25])=[O:24].C1(C2CCC([N+:47]#[C-:48])=CC2)C=CC=CC=1.C[OH:50], predict the reaction product. The product is: [C:48]([C@@H:15]([C:16]1[CH:21]=[CH:20][CH:19]=[CH:18][CH:17]=1)[N:12]([C@H:9]1[C:10]2[C:6](=[CH:5][CH:4]=[C:3]([C:2]([F:13])([F:14])[F:1])[CH:11]=2)[CH2:7][CH2:8]1)[C:28](=[O:30])[C:27]1[CH:31]=[CH:32][CH:33]=[CH:34][C:26]=1[N+:23]([O-:25])=[O:24])(=[O:50])[NH2:47]. (4) The product is: [CH3:1][C:2]1[C:3]([NH:8][S:9]([C:12]2[S:13][C:14]([CH3:42])=[CH:15][C:16]=2[C:17]2[CH:22]=[CH:21][C:20]([CH2:23][N:24]3[C:28](=[O:29])[C:27]4([CH2:33][CH2:32][CH2:31][CH2:30]4)[N:26]=[C:25]3[CH2:34][CH2:35][CH2:36][CH3:37])=[CH:19][C:18]=2[CH2:38][O:39][CH2:40][CH3:41])(=[O:11])=[O:10])=[N:4][O:5][C:6]=1[CH3:7]. Given the reactants [CH3:1][C:2]1[C:3]([N:8](COCCOC)[S:9]([C:12]2[S:13][C:14]([CH3:42])=[CH:15][C:16]=2[C:17]2[CH:22]=[CH:21][C:20]([CH2:23][N:24]3[C:28](=[O:29])[C:27]4([CH2:33][CH2:32][CH2:31][CH2:30]4)[N:26]=[C:25]3[CH2:34][CH2:35][CH2:36][CH3:37])=[CH:19][C:18]=2[CH2:38][O:39][CH2:40][CH3:41])(=[O:11])=[O:10])=[N:4][O:5][C:6]=1[CH3:7].Cl, predict the reaction product. (5) Given the reactants C([O:8][C:9]1[CH:14]=[CH:13][C:12]([C:15]([CH3:22])=[CH:16][C:17]([O:19][CH2:20][CH3:21])=[O:18])=[CH:11][C:10]=1[O:23][CH3:24])C1C=CC=CC=1.Cl, predict the reaction product. The product is: [OH:8][C:9]1[CH:14]=[CH:13][C:12]([CH:15]([CH3:22])[CH2:16][C:17]([O:19][CH2:20][CH3:21])=[O:18])=[CH:11][C:10]=1[O:23][CH3:24]. (6) Given the reactants N#N.C(OC(=O)[N:9]([C:25]1[N:26]=[C:27]([CH2:30][CH2:31][CH2:32][CH2:33][C:34]([F:37])([F:36])[CH3:35])[O:28][CH:29]=1)[C:10]([C:12]1[N:13]=[C:14]([CH3:24])[O:15][C:16]=1[C:17]1[CH:18]=[C:19]([CH3:23])[CH:20]=[CH:21][CH:22]=1)=[O:11])(C)(C)C.FC(F)(F)C(O)=O, predict the reaction product. The product is: [F:37][C:34]([F:36])([CH3:35])[CH2:33][CH2:32][CH2:31][CH2:30][C:27]1[O:28][CH:29]=[C:25]([NH:9][C:10]([C:12]2[N:13]=[C:14]([CH3:24])[O:15][C:16]=2[C:17]2[CH:18]=[C:19]([CH3:23])[CH:20]=[CH:21][CH:22]=2)=[O:11])[N:26]=1.